Predict the product of the given reaction. From a dataset of Forward reaction prediction with 1.9M reactions from USPTO patents (1976-2016). Given the reactants Br[C:2]1[N:7]=[CH:6][C:5]2[CH:8]=[C:9]([C:18]3[CH:19]=[N:20][N:21]([C:23]([O:25][C:26]([CH3:29])([CH3:28])[CH3:27])=[O:24])[CH:22]=3)[N:10]([C:11]([O:13][C:14]([CH3:17])([CH3:16])[CH3:15])=[O:12])[C:4]=2[CH:3]=1.[CH3:30][O:31][C:32]1[CH:38]=[CH:37][C:35]([NH2:36])=[CH:34][CH:33]=1.C(=O)([O-])[O-].[Cs+].[Cs+].CC1(C)C2C(=C(P(C3C=CC=CC=3)C3C=CC=CC=3)C=CC=2)OC2C(P(C3C=CC=CC=3)C3C=CC=CC=3)=CC=CC1=2, predict the reaction product. The product is: [C:26]([O:25][C:23]([N:21]1[CH:22]=[C:18]([C:9]2[N:10]([C:11]([O:13][C:14]([CH3:16])([CH3:15])[CH3:17])=[O:12])[C:4]3[CH:3]=[C:2]([NH:36][C:35]4[CH:37]=[CH:38][C:32]([O:31][CH3:30])=[CH:33][CH:34]=4)[N:7]=[CH:6][C:5]=3[CH:8]=2)[CH:19]=[N:20]1)=[O:24])([CH3:27])([CH3:29])[CH3:28].